Dataset: HIV replication inhibition screening data with 41,000+ compounds from the AIDS Antiviral Screen. Task: Binary Classification. Given a drug SMILES string, predict its activity (active/inactive) in a high-throughput screening assay against a specified biological target. The compound is O=C1C(=Cc2c(-c3ccccc3)nn(-c3ccccc3)c2O)C(c2ccccc2)=NN1c1ccccc1. The result is 0 (inactive).